This data is from Forward reaction prediction with 1.9M reactions from USPTO patents (1976-2016). The task is: Predict the product of the given reaction. (1) The product is: [Br:1][C:2]1[CH:7]=[CH:6][C:5]([N+:8]([O-:10])=[O:9])=[C:4]([O:14][CH2:13][CH3:12])[CH:3]=1. Given the reactants [Br:1][C:2]1[CH:7]=[CH:6][C:5]([N+:8]([O-:10])=[O:9])=[C:4](F)[CH:3]=1.[CH3:12][CH2:13][O-:14].[Na+], predict the reaction product. (2) The product is: [O:1]1[CH2:6][CH2:5][N:4]([C:15]([C:14]2[CH:18]=[CH:19][C:20]([O:21][CH3:22])=[C:12]([F:11])[CH:13]=2)=[O:16])[C:3]2[CH:7]=[N:8][CH:9]=[CH:10][C:2]1=2. Given the reactants [O:1]1[CH2:6][CH2:5][NH:4][C:3]2[CH:7]=[N:8][CH:9]=[CH:10][C:2]1=2.[F:11][C:12]1[CH:13]=[C:14]([CH:18]=[CH:19][C:20]=1[O:21][CH3:22])[C:15](Cl)=[O:16].C(N(CC)CC)C.Cl, predict the reaction product.